This data is from Reaction yield outcomes from USPTO patents with 853,638 reactions. The task is: Predict the reaction yield, written as a fraction of the theoretical maximum amount of product (1.0 means a 100% yield; for example, 0.34 means a 34% yield). (1) The reactants are Br[C:2]1[C:3]([CH3:9])=[N:4][C:5]([NH2:8])=[N:6][CH:7]=1.C([O-])(=O)C.[K+].[CH3:15][C:16]1([CH3:32])[C:20]([CH3:22])([CH3:21])[O:19][B:18]([B:18]2[O:19][C:20]([CH3:22])([CH3:21])[C:16]([CH3:32])([CH3:15])[O:17]2)[O:17]1.CCOC(C)=O. The catalyst is O1CCOCC1.ClCCl.[Pd](Cl)Cl.C1(P(C2C=CC=CC=2)[C-]2C=CC=C2)C=CC=CC=1.[C-]1(P(C2C=CC=CC=2)C2C=CC=CC=2)C=CC=C1.[Fe+2]. The product is [CH3:9][C:3]1[C:2]([B:18]2[O:19][C:20]([CH3:22])([CH3:21])[C:16]([CH3:32])([CH3:15])[O:17]2)=[CH:7][N:6]=[C:5]([NH2:8])[N:4]=1. The yield is 0.740. (2) The reactants are [C:1]([C:3]1[CH:8]=[CH:7][C:6]([C:9]2([O:12][CH:13]([CH3:15])[CH3:14])[CH2:11][CH2:10]2)=[CH:5][C:4]=1CC)#[CH:2].[CH2:18]([O:20][C:21](=[O:29])[C:22]1[CH:27]=[CH:26][C:25](I)=[CH:24][CH:23]=1)[CH3:19].[CH2:30](N(CC)CC)[CH3:31]. The catalyst is [Cu]I.Cl[Pd](Cl)([P](C1C=CC=CC=1)(C1C=CC=CC=1)C1C=CC=CC=1)[P](C1C=CC=CC=1)(C1C=CC=CC=1)C1C=CC=CC=1. The product is [CH:13]([O:12][C:9]1([C:6]2[CH:5]=[CH:4][C:3]([C:1]#[C:2][C:25]3[CH:26]=[CH:27][C:22]([C:21]([O:20][CH2:18][CH3:19])=[O:29])=[CH:23][CH:24]=3)=[CH:8][C:7]=2[CH2:30][CH3:31])[CH2:10][CH2:11]1)([CH3:14])[CH3:15]. The yield is 0.710. (3) The reactants are F[C:2]1[C:10]([F:11])=[C:9]([F:12])[CH:8]=[CH:7][C:3]=1[C:4]([OH:6])=[O:5].[F:13][C:14]1[CH:20]=[C:19]([S:21][CH3:22])[CH:18]=[CH:17][C:15]=1[NH2:16].[Li+].C[Si]([N-][Si](C)(C)C)(C)C. The catalyst is C1COCC1. The product is [F:11][C:10]1[C:2]([NH:16][C:15]2[CH:17]=[CH:18][C:19]([S:21][CH3:22])=[CH:20][C:14]=2[F:13])=[C:3]([CH:7]=[CH:8][C:9]=1[F:12])[C:4]([OH:6])=[O:5]. The yield is 0.520.